Dataset: CYP2C19 inhibition data for predicting drug metabolism from PubChem BioAssay. Task: Regression/Classification. Given a drug SMILES string, predict its absorption, distribution, metabolism, or excretion properties. Task type varies by dataset: regression for continuous measurements (e.g., permeability, clearance, half-life) or binary classification for categorical outcomes (e.g., BBB penetration, CYP inhibition). Dataset: cyp2c19_veith. The molecule is O=c1cc(-c2ccc(O)c(O)c2)oc2cc(O)cc(O)c12. The result is 0 (non-inhibitor).